Dataset: Reaction yield outcomes from USPTO patents with 853,638 reactions. Task: Predict the reaction yield, written as a fraction of the theoretical maximum amount of product (1.0 means a 100% yield; for example, 0.34 means a 34% yield). (1) The reactants are [O:1]=[C:2]1[CH2:6][CH2:5][C@H:4]([CH2:7][C@H:8]([C:12]2[CH:17]=[CH:16][CH:15]=[C:14]([C:18]([F:21])([F:20])[F:19])[CH:13]=2)[C:9]([OH:11])=O)[CH2:3]1.C(Cl)(=O)C(Cl)=O.[CH3:28][O:29][CH2:30][CH2:31][N:32]1[CH:36]=[CH:35][C:34]([NH2:37])=[N:33]1.N1C(C)=CC=CC=1C. The catalyst is C(Cl)Cl.CN(C)C=O. The product is [CH3:28][O:29][CH2:30][CH2:31][N:32]1[CH:36]=[CH:35][C:34]([NH:37][C:9](=[O:11])[C@@H:8]([C:12]2[CH:17]=[CH:16][CH:15]=[C:14]([C:18]([F:21])([F:20])[F:19])[CH:13]=2)[CH2:7][C@H:4]2[CH2:5][CH2:6][C:2](=[O:1])[CH2:3]2)=[N:33]1. The yield is 0.620. (2) The reactants are Br[C:2]1[CH:7]=[CH:6][C:5]([Br:8])=[CH:4][N:3]=1.[C:9]([O:13][C:14]([N:16]1[CH2:21][CH2:20][CH:19]([NH2:22])[CH2:18][CH2:17]1)=[O:15])([CH3:12])([CH3:11])[CH3:10].C(N(C(C)C)CC)(C)C. The catalyst is CN1CCCC1=O. The product is [C:9]([O:13][C:14]([N:16]1[CH2:21][CH2:20][CH:19]([NH:22][C:2]2[CH:7]=[CH:6][C:5]([Br:8])=[CH:4][N:3]=2)[CH2:18][CH2:17]1)=[O:15])([CH3:12])([CH3:10])[CH3:11]. The yield is 0.100. (3) The catalyst is CN(C=O)C.[Cl-].[Na+].O.C(OCC)(=O)C.O. The product is [N:16]([C@H:12]1[CH2:13][CH2:14][C@H:9]([NH:8][C:6]([O:5][C:1]([CH3:4])([CH3:3])[CH3:2])=[O:7])[CH:10]=[CH:11]1)=[N+:17]=[N-:18]. The yield is 0.600. The reactants are [C:1]([O:5][C:6]([NH:8][C@H:9]1[CH2:14][CH2:13][C@@H:12](Cl)[CH:11]=[CH:10]1)=[O:7])([CH3:4])([CH3:3])[CH3:2].[N-:16]=[N+:17]=[N-:18].[Na+].